This data is from Catalyst prediction with 721,799 reactions and 888 catalyst types from USPTO. The task is: Predict which catalyst facilitates the given reaction. (1) Product: [Cl:19][C:20]1[CH:25]=[C:24]([O:4][CH:3]([C:5]2[CH:10]=[CH:9][CH:8]=[CH:7][C:6]=2[C:11]2[CH:16]=[CH:15][N:14]=[CH:13][CH:12]=2)[C:2]([F:1])([F:17])[F:18])[N:23]=[CH:22][N:21]=1. The catalyst class is: 13. Reactant: [F:1][C:2]([F:18])([F:17])[CH:3]([C:5]1[CH:10]=[CH:9][CH:8]=[CH:7][C:6]=1[C:11]1[CH:16]=[CH:15][N:14]=[CH:13][CH:12]=1)[OH:4].[Cl:19][C:20]1[CH:25]=[C:24](Cl)[N:23]=[CH:22][N:21]=1.C(=O)([O-])[O-].[Cs+].[Cs+].O1CCOCC1. (2) Reactant: [C:1]1([C@H:7]([NH2:9])[CH3:8])[CH:6]=[CH:5][CH:4]=[CH:3][CH:2]=1.[CH3:10][C:11]([C:21]1[C:29]2[O:28][CH2:27][CH2:26][C:25]=2[CH:24]=[CH:23][CH:22]=1)([CH3:20])[CH2:12][C:13]1([C:16]([F:19])([F:18])[F:17])[CH2:15][O:14]1. Product: [O:28]1[C:29]2[C:21]([C:11]([CH3:20])([CH3:10])[CH2:12][C:13]([CH2:15][NH:9][C@@H:7]([C:1]3[CH:6]=[CH:5][CH:4]=[CH:3][CH:2]=3)[CH3:8])([OH:14])[C:16]([F:18])([F:19])[F:17])=[CH:22][CH:23]=[CH:24][C:25]=2[CH2:26][CH2:27]1. The catalyst class is: 14. (3) Reactant: I[C:2]1[CH:7]=[CH:6][C:5]([C:8]2[N:9]([C:19]3[CH:20]=[N:21][CH:22]=[CH:23][CH:24]=3)[CH:10]=[C:11]([C:13]3[CH:18]=[CH:17][CH:16]=[CH:15][N:14]=3)[N:12]=2)=[CH:4][CH:3]=1.[N:25]1[C:30]2[NH:31][C:32]3[C:37]([C:29]=2[CH:28]=[CH:27][CH:26]=1)=[CH:36][CH:35]=[CH:34][CH:33]=3.[O-]P([O-])([O-])=O.[K+].[K+].[K+].CN[C@@H]1CCCC[C@H]1NC. Product: [N:14]1[CH:15]=[CH:16][CH:17]=[CH:18][C:13]=1[C:11]1[N:12]=[C:8]([C:5]2[CH:6]=[CH:7][C:2]([N:31]3[C:32]4[C:37](=[CH:36][CH:35]=[CH:34][CH:33]=4)[C:29]4[CH:28]=[CH:27][CH:26]=[N:25][C:30]3=4)=[CH:3][CH:4]=2)[N:9]([C:19]2[CH:20]=[N:21][CH:22]=[CH:23][CH:24]=2)[CH:10]=1. The catalyst class is: 185. (4) Reactant: [CH3:1][O:2][C:3](=[O:22])[CH2:4][C@@H:5]1[C:10]2[NH:11][C:12]3[C:17]([C:9]=2[CH2:8][CH2:7][O:6]1)=[C:16]([C:18]#[N:19])[CH:15]=[C:14]([OH:20])[C:13]=3[CH3:21].ClCN1C[N:28]=[C:27]([CH3:30])[S:26]1.C([O-])([O-])=O.[K+].[K+]. Product: [CH3:1][O:2][C:3](=[O:22])[CH2:4][C@:5]1([CH2:3][CH2:4][CH3:5])[C:10]2[NH:11][C:12]3[C:17]([C:9]=2[CH2:8][CH2:7][O:6]1)=[C:16]([C:18]#[N:19])[CH:15]=[C:14]([O:20][CH2:9][C:10]1[S:26][C:27]([CH3:30])=[N:28][N:11]=1)[C:13]=3[CH3:21]. The catalyst class is: 37. (5) Reactant: [CH3:1][C:2]1([CH3:10])[CH2:9][C:7](=[O:8])[CH2:6][C:4](=[O:5])[CH2:3]1.CCN(C(C)C)C(C)C.[C:20](OC(=O)C)(=[O:22])[CH3:21]. Product: [C:20]([CH:6]1[C:4](=[O:5])[CH2:3][C:2]([CH3:10])([CH3:1])[CH2:9][C:7]1=[O:8])(=[O:22])[CH3:21]. The catalyst class is: 64. (6) Reactant: C[O:2][C:3](=[O:40])[C@@H:4]([NH:8][S:9]([C:12]1[CH:17]=[CH:16][C:15]([C:18]2[CH:23]=[CH:22][C:21]([NH:24][C:25]([C:27]3[O:28][C:29]4[CH:36]=[CH:35][C:34]([I:37])=[C:33]([O:38][CH3:39])[C:30]=4[C:31]=3[CH3:32])=[O:26])=[CH:20][CH:19]=2)=[CH:14][CH:13]=1)(=[O:11])=[O:10])[CH:5]([CH3:7])[CH3:6].[Li+].[OH-]. Product: [I:37][C:34]1[CH:35]=[CH:36][C:29]2[O:28][C:27]([C:25]([NH:24][C:21]3[CH:20]=[CH:19][C:18]([C:15]4[CH:14]=[CH:13][C:12]([S:9]([NH:8][C@@H:4]([CH:5]([CH3:6])[CH3:7])[C:3]([OH:40])=[O:2])(=[O:10])=[O:11])=[CH:17][CH:16]=4)=[CH:23][CH:22]=3)=[O:26])=[C:31]([CH3:32])[C:30]=2[C:33]=1[O:38][CH3:39]. The catalyst class is: 1. (7) Reactant: [C:1]([O:5][C:6]([N:8]1[CH2:18][CH2:17][C:11]2([CH:13]([C:14]([OH:16])=O)[CH2:12]2)[CH2:10][CH2:9]1)=[O:7])([CH3:4])([CH3:3])[CH3:2].CCN(C(C)C)C(C)C.[C:28]1([C@@H:34]([NH2:36])[CH3:35])[CH:33]=[CH:32][CH:31]=[CH:30][CH:29]=1. Product: [C:28]1([C@@H:34]([NH:36][C:14]([CH:13]2[C:11]3([CH2:10][CH2:9][N:8]([C:6]([O:5][C:1]([CH3:2])([CH3:3])[CH3:4])=[O:7])[CH2:18][CH2:17]3)[CH2:12]2)=[O:16])[CH3:35])[CH:33]=[CH:32][CH:31]=[CH:30][CH:29]=1. The catalyst class is: 3. (8) Reactant: [Na].S(O)(O)(=O)=O.[CH3:7][O:8][C:9](=[NH:11])[NH2:10].[C:12]([CH2:20][C:21](OCC)=[O:22])(=O)[C:13]1[CH:18]=[CH:17][CH:16]=[CH:15][CH:14]=1. Product: [CH3:7][O:8][C:9]1[N:10]=[C:21]([OH:22])[CH:20]=[C:12]([C:13]2[CH:18]=[CH:17][CH:16]=[CH:15][CH:14]=2)[N:11]=1. The catalyst class is: 5.